This data is from Forward reaction prediction with 1.9M reactions from USPTO patents (1976-2016). The task is: Predict the product of the given reaction. (1) Given the reactants CC1[N:7]=[C:6]([NH2:8])[CH:5]=[CH:4][CH:3]=1.[C:9]([O:12][C:13](=[O:15])[CH3:14])(=O)C.[Mn]([O-])(=O)(=O)=O.[K+], predict the reaction product. The product is: [NH2:8][C:6]1[N:7]=[C:14]([C:13]([O:12][CH3:9])=[O:15])[CH:3]=[CH:4][CH:5]=1. (2) Given the reactants [NH2:1][C@@H:2]1[C:10]2[C:5](=[CH:6][CH:7]=[CH:8][CH:9]=2)[CH2:4][CH2:3]1.[Br:11][C:12]1[CH:13]=[C:14]([S:18](Cl)(=[O:20])=[O:19])[CH:15]=[CH:16][CH:17]=1, predict the reaction product. The product is: [Br:11][C:12]1[CH:13]=[C:14]([S:18]([NH:1][C@@H:2]2[C:10]3[C:5](=[CH:6][CH:7]=[CH:8][CH:9]=3)[CH2:4][CH2:3]2)(=[O:20])=[O:19])[CH:15]=[CH:16][CH:17]=1. (3) Given the reactants [B:1]([C:4]1[CH:5]=[C:6]([CH:10]=[CH:11][CH:12]=1)[C:7]([OH:9])=O)([OH:3])[OH:2].[N:13]1([C:19]2[CH:24]=[CH:23][C:22]([C:25]([F:28])([F:27])[F:26])=[CH:21][C:20]=2[NH2:29])[CH2:18][CH2:17][CH2:16][CH2:15][CH2:14]1.C(Cl)CCl.C1C=CC2N(O)N=NC=2C=1, predict the reaction product. The product is: [N:13]1([C:19]2[CH:24]=[CH:23][C:22]([C:25]([F:27])([F:28])[F:26])=[CH:21][C:20]=2[NH:29][C:7]([C:6]2[CH:5]=[C:4]([B:1]([OH:2])[OH:3])[CH:12]=[CH:11][CH:10]=2)=[O:9])[CH2:14][CH2:15][CH2:16][CH2:17][CH2:18]1.